The task is: Predict the product of the given reaction.. This data is from Forward reaction prediction with 1.9M reactions from USPTO patents (1976-2016). (1) Given the reactants [NH2:1][C:2]1[CH:10]=[CH:9][CH:8]=[C:7]([Cl:11])[C:3]=1[C:4]([OH:6])=[O:5].C[Si]([N-][Si](C)(C)C)(C)C.[Na+].[CH3:22][C:23]([O:26][C:27](O[C:27]([O:26][C:23]([CH3:25])([CH3:24])[CH3:22])=[O:28])=[O:28])([CH3:25])[CH3:24].Cl, predict the reaction product. The product is: [C:27]([NH:1][C:2]1[CH:10]=[CH:9][CH:8]=[C:7]([Cl:11])[C:3]=1[C:4]([OH:6])=[O:5])([O:26][C:23]([CH3:25])([CH3:24])[CH3:22])=[O:28]. (2) The product is: [F:15][C:12]1[CH:11]=[CH:10][C:9]([F:16])=[C:8]2[C:13]=1[CH2:14][C:6]([NH:17][C:18](=[O:30])[C:19]1[CH:24]=[CH:23][CH:22]=[C:21]([CH3:25])[C:20]=1[CH:26]=[C:27]([CH3:28])[CH3:29])([C:4]([OH:5])=[O:3])[CH2:7]2. Given the reactants C([O:3][C:4]([C:6]1([NH:17][C:18](=[O:30])[C:19]2[CH:24]=[CH:23][CH:22]=[C:21]([CH3:25])[C:20]=2[CH:26]=[C:27]([CH3:29])[CH3:28])[CH2:14][C:13]2[C:8](=[C:9]([F:16])[CH:10]=[CH:11][C:12]=2[F:15])[CH2:7]1)=[O:5])C.[OH-].[K+], predict the reaction product.